Task: Binary Classification. Given a miRNA mature sequence and a target amino acid sequence, predict their likelihood of interaction.. Dataset: Experimentally validated miRNA-target interactions with 360,000+ pairs, plus equal number of negative samples (1) The miRNA is mmu-miR-433-3p with sequence AUCAUGAUGGGCUCCUCGGUGU. The protein sequence of the target gene is MAATKRKRRGGLEVQAKKPKRSSKDAGQPAKQADVAKEAEEENRDRIPGPVCKGKWKNKERILIFSSRGINFRTRHLMQDLRMLMPHSKADTKMDRKDKLFVINEVCEMKNCNKCIYFEAKKKQDLYMWLSNSPHGPSAKFLVQNIHTLAELKMTGNCLKGSRPLLSFDPAFDDLPHYALLKEFLIQIFSTPRYHPKSQPFVDHVFTFTILDNRIWFRNFQIIEEDAALVEIGPRFVLNLIKIFQGSFGGPTLYENPHYQSPNMHRRVIRSITAAKYRERQQVKDVQKLRKKEPKTILPH.... Result: 0 (no interaction). (2) The miRNA is hsa-miR-5589-5p with sequence GGCUGGGUGCUCUUGUGCAGU. The protein sequence of the target gene is MWYHKLLHQQSRLRNLMKRGNIAQGLHLSNFKSLFSSSIHWCHTTSKSVNCTWHQHEDHLELQYAGTVMRFDYVWLRDHCRSASCYNSKTHQRSLDTASVDLCIKPKTVHLDETMLFFTWPDGHVTRYDLDWLVKNSYEGQKQKVIQPRILWNSKLYQQAQVPSVDFQCFLETNEGLKKFLQNFLLYGIAFVENVPPTEEHTEKLAERISLIRETIYGRMWYFTSDFSRGDTAYTKLALDRHTDTTYFQEPCGIQVFHCLKHEGTGGRTLLVDGFYAAQQVLQKAPEEFELLSKVPLKHE.... Result: 0 (no interaction). (3) The miRNA is cel-miR-1018 with sequence AGAGAGAUCAUUGGACUUACAG. The protein sequence of the target gene is MAPRRNNGQCWCLLMLLSVSTPLPAVTQTRGATETASQGHLDLTQLIGVPLPSSVSFVTGYGGFPAYSFGPGANVGRPARTLIPSTFFRDFAISVVVKPSSTRGGVLFAITDAFQKVIYLGLRLSGVEDGHQRIILYYTEPGSHVSQEAAAFSVPVMTHRWNRFAMIVQGEEVTLLVNCEEHSRIPFQRSSQALAFESSAGIFMGNAGATGLERFTGSLQQLTVHPDPRTPEELCDPEESSASGETSGLQEADGVAEILEAVTYTQASPKEAKVEPINTPPTPSSPFEDMELSGEPVPEG.... Result: 0 (no interaction). (4) The miRNA is hsa-miR-6842-3p with sequence UUGGCUGGUCUCUGCUCCGCAG. The protein sequence of the target gene is MKEEAFLRRRFSLCPPSSTPQKVDPRKLTRNLLLSGDNELYPLSPGKDMEPNGPSLPRDEGPPTPSSATKVPPAEYRLCNGSDKECVSPTARVTKKETLKAQKENYRQEKKRATRQLLSALTDPSVVIMADSLKIRGTLKSWTKLWCVLKPGVLLIYKTPKVGQWVGTVLLHCCELIERPSKKDGFCFKLFHPLDQSVWAVKGPKGESVGSITQPLPSSYLIFRAASESDGRCWLDALELALRCSSLLRLGTCKPGRDGEPGTSPDASPSSLCGLPASATVHPDQDLFPLNGSSLENDAF.... Result: 0 (no interaction). (5) The miRNA is mmu-miR-544-3p with sequence AUUCUGCAUUUUUAGCAAGCUC. The protein sequence of the target gene is MATATPVQQQRAGSRASAPATPLSPTRLSRLQEKEELRELNDRLAVYIDKVRSLETENSALQLQVTEREEVRGRELTGLKALYETELADARRALDDTARERAKLQIELGKFKAEHDQLLLNYAKKESDLSGAQIKLREYEAALNSKDAALATALGDKKSLEGDLEDLKDQIAQLEASLSAAKKQLADETLLKVDLENRCQSLTEDLEFRKNMYEEEINETRRKHETRLVEVDSGRQIEYEYKLAQALHEMREQHDAQVRLYKEELEQTYHAKLENARLSSEMNTSTVNSAREELMESRMR.... Result: 0 (no interaction). (6) The miRNA is hsa-miR-132-5p with sequence ACCGUGGCUUUCGAUUGUUACU. Result: 0 (no interaction). The protein sequence of the target gene is MTMTLHTKASGMALLHQIQGNELEPLNRPQLKMPMERALGEVYVDNSKPTVFNYPEGAAYEFNAAAAAAAAASAPVYGQSGIAYGPGSEAAAFSANSLGAFPQLNSVSPSPLMLLHPPPQLSPFLHPHGQQVPYYLENEPSAYAVRDTGPPAFYRSNSDNRRQNGRERLSSSNEKGNMIMESAKETRYCAVCNDYASGYHYGVWSCEGCKAFFKRSIQGHNDYMCPATNQCTIDKNRRKSCQACRLRKCYEVGMMKGGIRKDRRGGRMLKHKRQRDDLEGRNEMGASGDMRAANLWPSPL.... (7) The miRNA is hsa-miR-7977 with sequence UUCCCAGCCAACGCACCA. The protein sequence of the target gene is MSPEPVPPPPPPQCPGCDRAEPIAQRLEEGDEAFRAGDYEMAAELFRSMLAGLAQPDRGLCLRLGDALARAGRLPEALGAFRGAARLGALRPEELEELAGGLVRAVGLRDRPLSAENPGGEPEAPGEGGPAPEPRAPRDLLGCPRCRRLLHKPVTLPCGLTVCKRCVEPGPARPQVRRVNVVLSGLLEKCFPAECRLRRLAGQARSLQRQQQPEAALLRCDQALELAPDDNSLLLLRAELYLTMKNYEQALQDASAACQNEPLLIKGHQVKAQALSGLGRSKEVLKEFLYCLALNPECNS.... Result: 1 (interaction).